This data is from Forward reaction prediction with 1.9M reactions from USPTO patents (1976-2016). The task is: Predict the product of the given reaction. Given the reactants [Cl:1][C:2]1[CH:3]=[C:4]([CH2:17][N:18]2[C:22]([CH3:23])=[CH:21][C:20]([C:24]([OH:26])=O)=[N:19]2)[C:5]2[O:9][C:8]([C:10]3[CH:15]=[CH:14][CH:13]=[CH:12][CH:11]=3)=[CH:7][C:6]=2[CH:16]=1.C(N1CCOCC1)C.[CH:35]1([NH2:39])[CH2:38][CH2:37][CH2:36]1.O.ON1C2C=CC=CC=2N=N1.CN(C)CCCN=C=NCC, predict the reaction product. The product is: [Cl:1][C:2]1[CH:3]=[C:4]([CH2:17][N:18]2[C:22]([CH3:23])=[CH:21][C:20]([C:24]([NH:39][CH:35]3[CH2:38][CH2:37][CH2:36]3)=[O:26])=[N:19]2)[C:5]2[O:9][C:8]([C:10]3[CH:15]=[CH:14][CH:13]=[CH:12][CH:11]=3)=[CH:7][C:6]=2[CH:16]=1.